From a dataset of Forward reaction prediction with 1.9M reactions from USPTO patents (1976-2016). Predict the product of the given reaction. (1) Given the reactants [O:1]1[C:5]2([CH2:10][CH2:9][CH:8]([CH2:11][OH:12])[CH2:7][CH2:6]2)[O:4][CH2:3][CH2:2]1.N1C=CN=C1.[Si:18](Cl)([C:21]([CH3:24])([CH3:23])[CH3:22])([CH3:20])[CH3:19], predict the reaction product. The product is: [O:1]1[C:5]2([CH2:10][CH2:9][CH:8]([CH2:11][O:12][Si:18]([C:21]([CH3:24])([CH3:23])[CH3:22])([CH3:20])[CH3:19])[CH2:7][CH2:6]2)[O:4][CH2:3][CH2:2]1. (2) Given the reactants [CH3:1][N:2]1[C:10]2[C:5](=[N:6][C:7]([C@@H:17]([NH2:19])[CH3:18])=[C:8]([N:11]3[CH2:16][CH2:15][O:14][CH2:13][CH2:12]3)[CH:9]=2)[CH:4]=[CH:3]1.Cl[C:21]1[C:26]([C:27]#[N:28])=[C:25]([CH3:29])[N:24]=[C:23]([S:30][CH3:31])[N:22]=1.CCN(CC)CC, predict the reaction product. The product is: [CH3:29][C:25]1[C:26]([C:27]#[N:28])=[C:21]([NH:19][C@H:17]([C:7]2[N:6]=[C:5]3[CH:4]=[CH:3][N:2]([CH3:1])[C:10]3=[CH:9][C:8]=2[N:11]2[CH2:12][CH2:13][O:14][CH2:15][CH2:16]2)[CH3:18])[N:22]=[C:23]([S:30][CH3:31])[N:24]=1. (3) Given the reactants Br[C:2]1[CH:10]=[CH:9][C:5]2[CH:6]=[CH:7][O:8][C:4]=2[CH:3]=1.[CH3:11][NH2:12].CC([O-])=O.[K+], predict the reaction product. The product is: [CH3:11][NH:12][C:2]1[CH:10]=[CH:9][C:5]2[CH:6]=[CH:7][O:8][C:4]=2[CH:3]=1. (4) Given the reactants [C:1]1([C:7]2[N:8]=[C:9]([NH2:24])[C:10]3[CH:15]=[C:14]([CH:16]=[CH:17][C:18]4[CH:23]=[CH:22][CH:21]=[CH:20][CH:19]=4)[S:13][C:11]=3[N:12]=2)[CH:6]=[CH:5][CH:4]=[CH:3][CH:2]=1, predict the reaction product. The product is: [CH2:16]([C:14]1[S:13][C:11]2[N:12]=[C:7]([C:1]3[CH:6]=[CH:5][CH:4]=[CH:3][CH:2]=3)[N:8]=[C:9]([NH2:24])[C:10]=2[CH:15]=1)[CH2:17][C:18]1[CH:19]=[CH:20][CH:21]=[CH:22][CH:23]=1.